Dataset: Full USPTO retrosynthesis dataset with 1.9M reactions from patents (1976-2016). Task: Predict the reactants needed to synthesize the given product. (1) Given the product [CH2:12]([O:14][C:15](=[O:29])[C@H:16]([CH2:21][C:22]1[CH:23]=[CH:24][C:25]([OH:28])=[C:26]([CH:31]=[O:32])[CH:27]=1)[NH:17][C:18](=[O:20])[CH3:19])[CH3:13], predict the reactants needed to synthesize it. The reactants are: C1N2CN3CN(C2)CN1C3.O.[CH2:12]([O:14][C:15](=[O:29])[C@H:16]([CH2:21][C:22]1[CH:27]=[CH:26][C:25]([OH:28])=[CH:24][CH:23]=1)[NH:17][C:18](=[O:20])[CH3:19])[CH3:13].O.[C:31](O)(C(F)(F)F)=[O:32]. (2) Given the product [CH3:1][O:2][C:3]1[CH:4]=[C:5]([CH:16]=[CH:17][CH:18]=1)[CH2:6][N:7]1[C:12]([CH3:13])=[CH:11][C:10]([OH:14])=[C:9]([I:19])[C:8]1=[O:15], predict the reactants needed to synthesize it. The reactants are: [CH3:1][O:2][C:3]1[CH:4]=[C:5]([CH:16]=[CH:17][CH:18]=1)[CH2:6][N:7]1[C:12]([CH3:13])=[CH:11][C:10]([OH:14])=[CH:9][C:8]1=[O:15].[I:19]N1C(=O)CCC1=O. (3) Given the product [Br:1][C:2]1[N:7]=[C:6]([Cl:8])[C:5]2[N:9]([CH3:10])[C:12]([CH2:13][CH3:14])=[N:11][C:4]=2[CH:3]=1, predict the reactants needed to synthesize it. The reactants are: [Br:1][C:2]1[N:7]=[C:6]([Cl:8])[C:5]([NH:9][CH3:10])=[C:4]([NH:11][C:12](=O)[CH2:13][CH3:14])[CH:3]=1.